From a dataset of Forward reaction prediction with 1.9M reactions from USPTO patents (1976-2016). Predict the product of the given reaction. (1) Given the reactants [Cl:1][C:2]1[CH:3]=[C:4]2[C:9](=[CH:10][C:11]=1[C:12]([OH:14])=O)[N:8]=[CH:7][N:6]=[C:5]2[NH:15][CH:16]([C:18]1[NH:22][C:21]2[CH:23]=[CH:24][C:25]([Cl:27])=[CH:26][C:20]=2[N:19]=1)[CH3:17].FC1C(OC(N(C)C)=[N+](C)C)=C(F)C(F)=C(F)C=1F.F[P-](F)(F)(F)(F)F.C(N(C(C)C)CC)(C)C.[N:63]1([CH2:69][CH:70]2[CH2:75][CH2:74][CH2:73][CH2:72][NH:71]2)[CH2:68][CH2:67][CH2:66][CH2:65][CH2:64]1, predict the reaction product. The product is: [Cl:1][C:2]1[CH:3]=[C:4]2[C:9](=[CH:10][C:11]=1[C:12]([N:71]1[CH2:72][CH2:73][CH2:74][CH2:75][CH:70]1[CH2:69][N:63]1[CH2:68][CH2:67][CH2:66][CH2:65][CH2:64]1)=[O:14])[N:8]=[CH:7][N:6]=[C:5]2[NH:15][CH:16]([C:18]1[NH:22][C:21]2[CH:23]=[CH:24][C:25]([Cl:27])=[CH:26][C:20]=2[N:19]=1)[CH3:17]. (2) Given the reactants [Cl:1][C:2]1[C:3]([C:9]([F:13])([F:12])[CH2:10]O)=[N:4][CH:5]=[C:6]([Cl:8])[CH:7]=1.[N:14]1C=CC=CC=1.S(OS(C(F)(F)F)(=O)=O)(C(F)(F)F)(=O)=O.N, predict the reaction product. The product is: [Cl:1][C:2]1[C:3]([C:9]([F:13])([F:12])[CH2:10][NH2:14])=[N:4][CH:5]=[C:6]([Cl:8])[CH:7]=1. (3) Given the reactants [CH3:1][C:2]1[CH:3]=[C:4]([C:14](=O)[CH3:15])[CH:5]=[N:6][C:7]=1[O:8][CH2:9][C:10]([F:13])([F:12])[F:11].[CH3:17][C:18]([S@:21]([NH2:23])=[O:22])([CH3:20])[CH3:19], predict the reaction product. The product is: [CH3:17][C:18]([S@:21]([NH:23][CH:14]([C:4]1[CH:5]=[N:6][C:7]([O:8][CH2:9][C:10]([F:13])([F:12])[F:11])=[C:2]([CH3:1])[CH:3]=1)[CH3:15])=[O:22])([CH3:20])[CH3:19]. (4) The product is: [CH2:36]([N:22]([C@H:19]1[CH2:18][CH2:17][C@H:16]([C:3]([OH:8])([C:2]([F:34])([F:1])[F:33])[C:4]([F:5])([F:6])[F:7])[CH2:21][CH2:20]1)[S:23]([C:26]1[S:30][C:29]([CH2:31][CH2:40][CH3:41])=[N:28][C:27]=1[CH3:32])(=[O:25])=[O:24])[CH3:37]. Given the reactants [F:1][C:2]([F:34])([F:33])[C:3]([C@H:16]1[CH2:21][CH2:20][C@H:19]([NH:22][S:23]([C:26]2[S:30][C:29]([CH3:31])=[N:28][C:27]=2[CH3:32])(=[O:25])=[O:24])[CH2:18][CH2:17]1)([O:8][Si](CC)(CC)CC)[C:4]([F:7])([F:6])[F:5].[Li][CH2:36][CH2:37]CC.[CH2:40](I)[CH3:41].CCCC[N+](CCCC)(CCCC)CCCC.[F-], predict the reaction product. (5) Given the reactants [I:1][C:2]1[CH:7]=[CH:6][C:5]([OH:8])=[CH:4][CH:3]=1.Br[CH2:10][CH2:11][C:12]1[CH:13]2[CH2:18][CH:15]([CH2:16][CH:17]=1)[C:14]2([CH3:20])[CH3:19].C([O-])([O-])=O.[K+].[K+], predict the reaction product. The product is: [I:1][C:2]1[CH:7]=[CH:6][C:5]([O:8][CH2:10][CH2:11][C:12]2[CH:13]3[CH2:18][CH:15]([CH2:16][CH:17]=2)[C:14]3([CH3:19])[CH3:20])=[CH:4][CH:3]=1. (6) Given the reactants [S:1]1[C:5]2[CH:6]=[CH:7][CH:8]=[CH:9][C:4]=2[C:3]([N:10]2[CH2:15][CH2:14][N:13]([CH2:16][CH2:17][C:18]3[CH:19]=[C:20]([F:31])[CH:21]=[C:22]4[C:27]=3[NH:26][C:25](=[O:28])[CH2:24][C:23]4([CH3:30])[CH3:29])[CH2:12][CH2:11]2)=[N:2]1.C1(S(N2C(C3C=CC=CC=3)O2)(=O)=[O:39])C=CC=CC=1, predict the reaction product. The product is: [F:31][C:20]1[CH:21]=[C:22]2[C:27](=[C:18]([CH2:17][CH2:16][N:13]3[CH2:12][CH2:11][N:10]([C:3]4[C:4]5[CH:9]=[CH:8][CH:7]=[CH:6][C:5]=5[S:1](=[O:39])[N:2]=4)[CH2:15][CH2:14]3)[CH:19]=1)[NH:26][C:25](=[O:28])[CH2:24][C:23]2([CH3:29])[CH3:30]. (7) Given the reactants [CH:1]1([CH2:7][C:8]2[N:9]=[N:10][N:11]([C@@H:13]3[C@H:17]4[O:18][CH2:19][C@H:20]([NH2:21])[C@H:16]4[O:15][CH2:14]3)[CH:12]=2)[CH2:6][CH2:5][CH2:4][CH2:3][CH2:2]1.[N:22]1[CH:27]=[CH:26][CH:25]=[CH:24][C:23]=1[C:28](O)=[O:29], predict the reaction product. The product is: [CH:1]1([CH2:7][C:8]2[N:9]=[N:10][N:11]([C@@H:13]3[C@H:17]4[O:18][CH2:19][C@H:20]([NH:21][C:28](=[O:29])[C:23]5[CH:24]=[CH:25][CH:26]=[CH:27][N:22]=5)[C@H:16]4[O:15][CH2:14]3)[CH:12]=2)[CH2:2][CH2:3][CH2:4][CH2:5][CH2:6]1.